From a dataset of Forward reaction prediction with 1.9M reactions from USPTO patents (1976-2016). Predict the product of the given reaction. (1) Given the reactants [F:1][C:2]1[CH:3]=[C:4]([CH:7]=[CH:8][CH:9]=1)[CH:5]=[O:6].[OH:10][CH2:11][CH:12]([CH2:15]O)[CH2:13][OH:14].O, predict the reaction product. The product is: [OH:10][CH2:11][CH:12]1[CH2:13][O:14][CH:5]([C:4]2[CH:7]=[CH:8][CH:9]=[C:2]([F:1])[CH:3]=2)[O:6][CH2:15]1. (2) The product is: [CH2:7]([O:14][C:15]1[CH:20]=[CH:19][CH:18]=[CH:17][C:16]=1[CH2:21][S:1]([OH:4])(=[O:3])=[O:2])[C:8]1[CH:9]=[CH:10][CH:11]=[CH:12][CH:13]=1. Given the reactants [S:1]([O-:4])([O-:3])=[O:2].[Na+].[Na+].[CH2:7]([O:14][C:15]1[CH:20]=[CH:19][CH:18]=[CH:17][C:16]=1[CH2:21]Br)[C:8]1[CH:13]=[CH:12][CH:11]=[CH:10][CH:9]=1.Cl, predict the reaction product.